Dataset: CYP3A4 inhibition data for predicting drug metabolism from PubChem BioAssay. Task: Regression/Classification. Given a drug SMILES string, predict its absorption, distribution, metabolism, or excretion properties. Task type varies by dataset: regression for continuous measurements (e.g., permeability, clearance, half-life) or binary classification for categorical outcomes (e.g., BBB penetration, CYP inhibition). Dataset: cyp3a4_veith. (1) The molecule is Cc1ccc(Nc2nc(Cl)nc(N(C)C#N)n2)cc1. The result is 1 (inhibitor). (2) The compound is COc1ccc(N2CCN(Cc3nc4c(c(=O)[nH]c(=O)n4C)n3CCCc3ccccc3)CC2)cc1. The result is 1 (inhibitor). (3) The drug is [O-][N+](CCO)(CCO)c1ncnc2nc[nH]c12. The result is 0 (non-inhibitor).